Dataset: Forward reaction prediction with 1.9M reactions from USPTO patents (1976-2016). Task: Predict the product of the given reaction. Given the reactants [CH2:1]([O:5][C:6]1[C:15]2[C:10](=[CH:11][CH:12]=[C:13]([CH2:16][C:17]#[N:18])[CH:14]=2)[C:9](=[O:19])[N:8]([CH2:20][C:21]([CH3:24])([CH3:23])[CH3:22])[C:7]=1[CH2:25][NH:26][C:27](=[O:33])[O:28][C:29]([CH3:32])([CH3:31])[CH3:30])[CH2:2][CH2:3][CH3:4].[OH-].[K+].Cl.Cl.C(N=C=NCCCN(C)C)C.[NH4+].[OH:50]N1C2C=CC=CC=2N=N1, predict the reaction product. The product is: [NH2:18][C:17](=[O:50])[CH2:16][C:13]1[CH:14]=[C:15]2[C:10](=[CH:11][CH:12]=1)[C:9](=[O:19])[N:8]([CH2:20][C:21]([CH3:23])([CH3:22])[CH3:24])[C:7]([CH2:25][NH:26][C:27](=[O:33])[O:28][C:29]([CH3:32])([CH3:31])[CH3:30])=[C:6]2[O:5][CH2:1][CH2:2][CH2:3][CH3:4].